From a dataset of Full USPTO retrosynthesis dataset with 1.9M reactions from patents (1976-2016). Predict the reactants needed to synthesize the given product. (1) Given the product [F:28][C:21]1[CH:20]=[C:19]2[C:24](=[CH:23][CH:22]=1)[NH:25][C:26](=[O:27])/[C:18]/2=[CH:17]\[C:13]1[NH:14][C:15]([CH3:16])=[C:11]([C:9]([O:46][N:47]2[C:48]3=[N:53][CH:52]=[CH:51][CH:50]=[C:49]3[N:54]=[N:55]2)=[O:10])[C:12]=1[CH3:29], predict the reactants needed to synthesize it. The reactants are: CCN(CCN[C:9]([C:11]1[C:12]([CH3:29])=[C:13](/[CH:17]=[C:18]2/[C:19]3[CH:20]=[C:21]([F:28])[CH:22]=[CH:23][C:24]=3[NH:25][C:26]/2=[O:27])[NH:14][C:15]=1[CH3:16])=[O:10])CC.CCN(C(C)C)C(C)C.CN(C([O:46][N:47]1[N:55]=[N:54][C:49]2[CH:50]=[CH:51][CH:52]=[N:53][C:48]1=2)=[N+](C)C)C.F[P-](F)(F)(F)(F)F. (2) Given the product [F:1][C:2]1[CH:3]=[CH:4][C:5]([CH:8]([CH3:13])[C:9]([O:11][CH3:12])=[O:10])=[CH:6][C:7]=1[N+:14]([O-:16])=[O:15], predict the reactants needed to synthesize it. The reactants are: [F:1][C:2]1[CH:7]=[CH:6][C:5]([CH:8]([CH3:13])[C:9]([O:11][CH3:12])=[O:10])=[CH:4][CH:3]=1.[N+:14]([O-])([OH:16])=[O:15].O. (3) Given the product [CH3:32][O:31][C:25]1[CH:24]=[C:23]([C:19]2[CH:20]=[C:21]3[C:16](=[CH:17][CH:18]=2)[NH:15][C:14]([CH:11]2[CH2:12][CH2:13][NH:8][CH2:9][CH2:10]2)=[CH:22]3)[CH:28]=[CH:27][C:26]=1[O:29][CH3:30], predict the reactants needed to synthesize it. The reactants are: C(OC([N:8]1[CH2:13][CH2:12][CH:11]([C:14]2[NH:15][C:16]3[C:21]([CH:22]=2)=[CH:20][C:19]([C:23]2[CH:28]=[CH:27][C:26]([O:29][CH3:30])=[C:25]([O:31][CH3:32])[CH:24]=2)=[CH:18][CH:17]=3)[CH2:10][CH2:9]1)=O)(C)(C)C.ClCCl.Cl. (4) Given the product [Cl:3][CH2:6][CH2:7][N:8]1[CH2:13][CH2:12][N:11]([C:14]2[CH:19]=[CH:18][CH:17]=[CH:16][C:15]=2[F:20])[CH2:10][CH2:9]1, predict the reactants needed to synthesize it. The reactants are: S(Cl)([Cl:3])=O.O[CH2:6][CH2:7][N:8]1[CH2:13][CH2:12][N:11]([C:14]2[CH:19]=[CH:18][CH:17]=[CH:16][C:15]=2[F:20])[CH2:10][CH2:9]1.N1C=CC=CC=1. (5) Given the product [Cl:18][C:11]1[C:12]([N:14]([CH2:16][CH3:17])[CH3:15])=[CH:13][C:8]2[N:7]=[C:22]([C:23]3[CH:28]=[CH:27][CH:26]=[C:25]([N:29]4[C:33]([CH2:34][OH:35])=[CH:32][N:31]=[N:30]4)[CH:24]=3)[CH2:21][C:20](=[O:43])[NH:19][C:9]=2[CH:10]=1, predict the reactants needed to synthesize it. The reactants are: C(OC(=O)[NH:7][C:8]1[CH:13]=[C:12]([N:14]([CH2:16][CH3:17])[CH3:15])[C:11]([Cl:18])=[CH:10][C:9]=1[NH:19][C:20](=[O:43])[CH2:21][C:22](=O)[C:23]1[CH:28]=[CH:27][CH:26]=[C:25]([N:29]2[C:33]([CH2:34][O:35]C3CCCCO3)=[CH:32][N:31]=[N:30]2)[CH:24]=1)(C)(C)C.C(O)(C(F)(F)F)=O. (6) Given the product [C:24]([O:28][C:29](=[O:32])/[CH:30]=[CH:31]/[C:13]1[CH:12]=[CH:11][C:10]([N:16]2[CH2:17][C:18](=[O:23])[NH:19][S:20]2(=[O:22])=[O:21])=[C:9]([O:8][CH2:1][C:2]2[CH:7]=[CH:6][CH:5]=[CH:4][CH:3]=2)[CH:14]=1)([CH3:27])([CH3:26])[CH3:25], predict the reactants needed to synthesize it. The reactants are: [CH2:1]([O:8][C:9]1[CH:14]=[C:13](I)[CH:12]=[CH:11][C:10]=1[N:16]1[S:20](=[O:22])(=[O:21])[NH:19][C:18](=[O:23])[CH2:17]1)[C:2]1[CH:7]=[CH:6][CH:5]=[CH:4][CH:3]=1.[C:24]([O:28][C:29](=[O:32])[CH:30]=[CH2:31])([CH3:27])([CH3:26])[CH3:25].C(N(CC)CC)C. (7) Given the product [CH3:1][O:2][C:3](=[O:14])[C:4]1[CH:9]=[CH:8][C:7]([O:10][CH2:11][CH2:12][N:18]2[C:19]3[C:24](=[CH:23][C:22]([C:25]#[N:26])=[CH:21][CH:20]=3)[C:16]([CH3:15])=[C:17]2[C:27]2[CH:28]=[N:29][CH:30]=[CH:31][CH:32]=2)=[CH:6][CH:5]=1, predict the reactants needed to synthesize it. The reactants are: [CH3:1][O:2][C:3](=[O:14])[C:4]1[CH:9]=[CH:8][C:7]([O:10][CH2:11][CH2:12]Br)=[CH:6][CH:5]=1.[CH3:15][C:16]1[C:24]2[C:19](=[CH:20][CH:21]=[C:22]([C:25]#[N:26])[CH:23]=2)[NH:18][C:17]=1[C:27]1[CH:28]=[N:29][CH:30]=[CH:31][CH:32]=1.